Task: Predict which catalyst facilitates the given reaction.. Dataset: Catalyst prediction with 721,799 reactions and 888 catalyst types from USPTO (1) Reactant: C([Li])CCC.[CH2:6]([O:10][CH:11]1[CH2:16][CH2:15][CH2:14][CH2:13][O:12]1)[CH2:7][CH:8]=[CH2:9].[CH2:17]([Si:20](Cl)([CH3:22])[CH3:21])[CH:18]=[CH2:19]. Product: [CH2:17]([Si:20]([CH3:22])([CH3:21])[C:9]#[C:8][CH2:7][CH2:6][O:10][CH:11]1[CH2:16][CH2:15][CH2:14][CH2:13][O:12]1)[CH:18]=[CH2:19]. The catalyst class is: 1. (2) Reactant: [F:1][C:2]([F:16])([F:15])[CH2:3][CH2:4][CH2:5][C:6](=[O:14])[CH2:7][C:8]1[CH:13]=[CH:12][CH:11]=[CH:10][CH:9]=1.N1CCCC[CH2:18]1.C=O. The catalyst class is: 15. Product: [F:1][C:2]([F:15])([F:16])[CH2:3][CH2:4][CH2:5][C:6](=[O:14])[C:7]([C:8]1[CH:13]=[CH:12][CH:11]=[CH:10][CH:9]=1)=[CH2:18]. (3) Reactant: [Br:1][C:2]1[CH:3]=[C:4]([N:8]2[C:12]3=[N:13][CH:14]=[CH:15][CH:16]=[C:11]3[C:10]([C:17]#[N:18])=[N:9]2)[CH:5]=[CH:6][CH:7]=1.C([OH:21])C. Product: [Br:1][C:2]1[CH:3]=[C:4]([N:8]2[C:12]3=[N:13][CH:14]=[CH:15][CH:16]=[C:11]3[C:10]([C:17]([NH2:18])=[O:21])=[N:9]2)[CH:5]=[CH:6][CH:7]=1. The catalyst class is: 6. (4) Reactant: P(Cl)(Cl)(Cl)(Cl)Cl.S[C:8]1[O:9][C:10]2[C:16]([CH3:17])=[CH:15][CH:14]=[CH:13][C:11]=2[N:12]=1.[CH3:18][N:19]1[CH2:24][CH2:23][NH:22][CH2:21][CH2:20]1. Product: [CH3:18][N:19]1[CH2:24][CH2:23][N:22]([C:8]2[O:9][C:10]3[C:16]([CH3:17])=[CH:15][CH:14]=[CH:13][C:11]=3[N:12]=2)[CH2:21][CH2:20]1. The catalyst class is: 11. (5) Reactant: [C:1]([C:3]1([CH2:22][C:23]2[CH:28]=[CH:27][C:26]([F:29])=[CH:25][CH:24]=2)[CH2:8][CH2:7][N:6]([C:9]([CH:11]2[CH2:16][NH:15][C:14]3[CH:17]=[C:18]([Cl:21])[CH:19]=[CH:20][C:13]=3[O:12]2)=[O:10])[CH2:5][CH2:4]1)#[N:2].CO. Product: [NH2:2][CH2:1][C:3]1([CH2:22][C:23]2[CH:24]=[CH:25][C:26]([F:29])=[CH:27][CH:28]=2)[CH2:4][CH2:5][N:6]([C:9]([CH:11]2[CH2:16][NH:15][C:14]3[CH:17]=[C:18]([Cl:21])[CH:19]=[CH:20][C:13]=3[O:12]2)=[O:10])[CH2:7][CH2:8]1. The catalyst class is: 1. (6) Reactant: Cl[S:2]([CH2:5][CH2:6][CH2:7][NH:8][C:9](=[O:11])[CH3:10])(=[O:4])=[O:3].C(N(CC)CC)C.[CH3:19][C:20]([CH3:34])([CH:23]([O:26][CH2:27][C:28]1[CH:33]=[CH:32][CH:31]=[CH:30][CH:29]=1)[CH:24]=[CH2:25])[CH2:21][OH:22]. The catalyst class is: 154. Product: [C:9]([NH:8][CH2:7][CH2:6][CH2:5][S:2]([O:22][CH2:21][C:20]([CH3:34])([CH3:19])[CH:23]([O:26][CH2:27][C:28]1[CH:33]=[CH:32][CH:31]=[CH:30][CH:29]=1)[CH:24]=[CH2:25])(=[O:4])=[O:3])(=[O:11])[CH3:10]. (7) Product: [CH2:40]([N:42]([CH2:43][CH3:44])[C:18](=[O:19])[C:11]1[CH:10]=[C:9]([N:21]2[CH2:22][CH2:23][CH2:24][CH2:25]2)[C:8]([O:7][C:4]2[CH:3]=[CH:2][CH:1]=[CH:6][CH:5]=2)=[C:13]([S:14]([NH2:17])(=[O:15])=[O:16])[CH:12]=1)[CH3:41]. Reactant: [CH:1]1[CH:2]=[CH:3][C:4]([O:7][C:8]2[C:9]([N:21]3[CH2:25][CH2:24][CH2:23][CH2:22]3)=[CH:10][C:11]([C:18](O)=[O:19])=[CH:12][C:13]=2[S:14]([NH2:17])(=[O:16])=[O:15])=[CH:5][CH:6]=1.C(Cl)CCl.C1C=CC2N(O)N=NC=2C=1.[CH2:40]([NH:42][CH2:43][CH3:44])[CH3:41]. The catalyst class is: 3. (8) Reactant: Cl[C:2]1[N:3]=[C:4]([N:21]2[CH2:25][CH2:24][C@H:23]([OH:26])[CH2:22]2)[C:5]2[CH:10]=[CH:9][N:8]([S:11]([C:14]3[CH:20]=[CH:19][C:17]([CH3:18])=[CH:16][CH:15]=3)(=[O:13])=[O:12])[C:6]=2[N:7]=1.[NH2:27][C:28]1[CH:33]=[CH:32][C:31]([N:34]2[CH2:39][CH2:38][N:37]([C:40](=[O:42])[CH3:41])[CH2:36][CH2:35]2)=[CH:30][CH:29]=1.C[Si](Cl)(C)C. Product: [OH:26][C@H:23]1[CH2:24][CH2:25][N:21]([C:4]2[C:5]3[CH:10]=[CH:9][N:8]([S:11]([C:14]4[CH:20]=[CH:19][C:17]([CH3:18])=[CH:16][CH:15]=4)(=[O:13])=[O:12])[C:6]=3[N:7]=[C:2]([NH:27][C:28]3[CH:29]=[CH:30][C:31]([N:34]4[CH2:35][CH2:36][N:37]([C:40](=[O:42])[CH3:41])[CH2:38][CH2:39]4)=[CH:32][CH:33]=3)[N:3]=2)[CH2:22]1. The catalyst class is: 114.